Dataset: Peptide-MHC class I binding affinity with 185,985 pairs from IEDB/IMGT. Task: Regression. Given a peptide amino acid sequence and an MHC pseudo amino acid sequence, predict their binding affinity value. This is MHC class I binding data. (1) The peptide sequence is SRPTAPSSGR. The MHC is HLA-B27:05 with pseudo-sequence HLA-B27:05. The binding affinity (normalized) is 0.132. (2) The peptide sequence is NIFGRNLLT. The MHC is Mamu-A07 with pseudo-sequence Mamu-A07. The binding affinity (normalized) is 0.0775. (3) The peptide sequence is CLSDEINHV. The MHC is HLA-A80:01 with pseudo-sequence HLA-A80:01. The binding affinity (normalized) is 0.0847. (4) The peptide sequence is VMWAGPWSS. The MHC is HLA-A02:01 with pseudo-sequence HLA-A02:01. The binding affinity (normalized) is 0.936.